Dataset: Human Reference Interactome with 51,813 positive PPI pairs across 8,248 proteins, plus equal number of experimentally-validated negative pairs. Task: Binary Classification. Given two protein amino acid sequences, predict whether they physically interact or not. (1) Protein 2 (ENSG00000250510) has sequence MARGGAGAEEASLRSNALSWLACGLLALLANAWIILSISAKQQKHKPLELLLCFLAGTHILMAAVPLTTFAVVQLRRQASSDYDWNESICKVFVSTYYTLALATCFTVASLSYHRMWMVRWPVNYRLSNAKKQALHAVMGIWMVSFILSTLPSIGWHNNGERYYARGCQFIVSKIGLGFGVCFSLLLLGGIVMGLVCVAITFYQTLWARPRRARQARRVGGGGGTKAGGPGALGTRPAFEVPAIVVEDARGKRRSSLDGSESAKTSLQVTNLVSAIVFLYDSLTGVPILVVSFFSLKSDS.... Result: 0 (the proteins do not interact). Protein 1 (ENSG00000100364) has sequence MGSQAAAEWRNWASWEVSSSLSGCSMGCFKDDRIVFWTWMFSTYFMEKWAPRQDDMLFYVRRKLAYSGSESGADGRKAAEPEVEVEVYRRDSKKLPGLGDPDIDWEESVCLNLILQKLDYMVTCAVCTRADGGDIHIHKKKSQQVFASPSKHPMDSKGEESKISYPNIFFMIDSFEEVFSDMTVGEGEMVCVELVASDKTNTFQGVIFQGSIRYEALKKVYDNRVSVAARMAQKMSFGFYKYSNMEFVRMKGPQGKGHAEMAVSRVSTGDTSPCGTEEDSSPASPMHERVTSFSTPPTPE.... (2) Protein 1 (ENSG00000115593) has sequence MTIGRMENVEVFTAEGKGRGLKATKEFWAADIIFAERAYSAVVFDSLVNFVCHTCFKRQEKLHRCGQCKFAHYCDRTCQKDAWLNHKNECSAIKRYGKVPNENIRLAARIMWRVEREGTGLTEGCLVSVDDLQNHVEHFGEEEQKDLRVDVDTFLQYWPPQSQQFSMQYISHIFGVINCNGFTLSDQRGLQAVGVGIFPNLGLVNHDCWPNCTVIFNNGNHEAVKSMFHTQMRIELRALGKISEGEELTVSYIDFLNVSEERKRQLKKQYYFDCTCEHCQKKLKDDLFLGVKDNPKPSQE.... Protein 2 (ENSG00000156697) has sequence MTANRLAESLLALSQQEELADLPKDYLLSESEDEGDNDGERKHQKLLEAISSLDGKNRRKLAERSEASLKVSEFNVSSEGSGEKLVLADLLEPVKTSSSLATVKKQLSRVKSKKTVELPLNKEEIERARTPLEQEIFNLLHKNKQPVTDPLLTPVEKASLRAMSLEEAKMRRAELQRARALQSYYEAKARREKKIKSKKYHKVVKKGKAKKALKEFEQLRKVNPAAALEELEKIEKARMMERMSLKHQNSGKWAKSKAIMAKYDLEARQAMQEQLSKNKELTQKLQVASESEEEEGGTED.... Result: 1 (the proteins interact). (3) Protein 1 (ENSG00000156928) has sequence MGPGGRVARLLAPLMWRRAVSSVAGSAVGAEPGLRLLAVQRLPVGAAFCRACQTPNFVRGLHSEPGLEERAEGTVNEGRPESDAADHTGPKFDIDMMVSLLRQENARDICVIQVPPEMRYTDYFVIVSGTSTRHLHAMAFYVVKMYKHLKCKRDPHVKIEGKDTDDWLCVDFGSMVIHLMLPETREIYELEKLWTLRSYDDQLAQIAPETVPEDFILGIEDDTSSVTPVELKCE*. Protein 2 (ENSG00000221986) has sequence MEAATAPEVAAGSKLKVKEASPADAEPPQASPGQGAGSPTPQLLPPIEEHPKIWLPRALRQTYIRKVGDTVNLLIPFQGKPKPQAIWTHDGCALDTRRVSVRNGEQDSILFIREAQRADSGRYQLRVQLGGLEATATIDILVIERPGPPQSIKLVDVWGFSATLEWTPPQDTGNTALLGYTVQKADTKSGLWFTVLEHYHRTSCIVSDLIIGNSYAFRVFAENQCGLSETAPITTDLAHIQKAATVYKTKGFAQRDFSEAPKFTQPLADCTTVTGYNTQLFCCVRASPRPKIIWLKNKMD.... Result: 1 (the proteins interact). (4) Protein 1 (ENSG00000117410) has sequence MWSNLGIGLAISLSVVGAAWGIYITGSSIIGGGVKAPRIKTKNLVSIIFCEAVAIYGIIMAIVISNMAEPFSATDPKAIGHRNYHAGYSMFGAGLTVGLSNLFCGVCVGIVGSGAALADAQNPSLFVKILIVEIFGSAIGLFGVIVAILQTSRVKMGD*MTGLALLYSGVFVAFWACALAVAVLSPGGSLRTPLQGGGPSARQLL*MWSNLGIGLAISLSVVGAAWGIYITGSSIIGGGVKAPRIKTKNLVSIIFCEAVAIYGIIMAIVISNMAEPFSATDPKAIGHRNYHAXAVGEAGS.... Protein 2 (ENSG00000188153) has sequence MKLRGVSLAAGLFLLALSLWGQPAEAAACYGCSPGSKCDCSGIKGEKGERGFPGLEGHPGLPGFPGPEGPPGPRGQKGDDGIPGPPGPKGIRGPPGLPGFPGTPGLPGMPGHDGAPGPQGIPGCNGTKGERGFPGSPGFPGLQGPPGPPGIPGMKGEPGSIIMSSLPGPKGNPGYPGPPGIQGLPGPTGIPGPIGPPGPPGLMGPPGPPGLPGPKGNMGLNFQGPKGEKGEQGLQGPPGPPGQISEQKRPIDVEFQKGDQGLPGDRGPPGPPGIRGPPGPPGGEKGEKGEQGEPGKRGKP.... Result: 1 (the proteins interact). (5) Protein 1 (ENSG00000165698) has sequence MNEVKESLRSIEQKYKLFQQQQLTFTAALEHCRENAHDKIRPISSIGQVQSYMEHYCNSSTDRRVLLMFLDICSELNKLCQHFEAVHSGTPVTNNLLEKCKTLVSQSNDLSSLRAKYPHDVVNHLSCDEARNHYGGVVSLIPLILDLMKEWIAHSEKLPRKVLQHGTT*MNEVKESLRSIEQKYKLFQQQQLTFTAALEHCRENAHDKIRPISSIGQVQSYMEHYCNSSTDRRVLLMFLDICSELNKLCQHFEAVHSGTPVTNNLLEKCKTLVSQSNDLSSLRAKYPHDVVNHLSCDEAR.... Protein 2 (ENSG00000183036) has sequence MSERQGAGATNGKDKTSGENDGQKKVQEEFDIDMDAPETERAAVAIQSQFRKFQKKKAGSQS*MSERQGAGATNGKDKTSGENVGCPILFLTHS*. Result: 0 (the proteins do not interact). (6) Protein 2 (ENSG00000165887) has sequence MAKAPSWAGVGALAYKAPEALWPAEAVMDGTMEDSEAVQRATALIEQRLAQEEENEKLRGDARQKLPMDLLVLEDEKHHGAQSAALQKVKGQERVRKTSLDLRREIIDVGGIQNLIELRKKRKQKKRDALAASHEPPPEPEEITGPVDEETFLKAAVEGKMKVIEKFLADGGSADTCDQFRRTALHRASLEGHMEILEKLLDNGATVDFQDRLDCTAMHWACRGGHLEVVKLLQSHGADTNVRDKLLSTPLHVAVRTGQVEIVEHFLSLGLEINARDREGDTALHDAVRLNRYKIIKLLL.... Result: 0 (the proteins do not interact). Protein 1 (ENSG00000109339) has sequence MSLHFLYYCSEPTLDVKIAFCQGFDKQVDVSYIAKHYNMSKSKVDNQFYSVEVGDSTFTVLKRYQNLKPIGSGAQGIVCAAYDAVLDRNVAIKKLSRPFQNQTHAKRAYRELVLMKCVNHKNLLSNGTDGCQLMSSDSDGIRP*MSKSKVDNQFYSVEVGDSTFTVLKRYQNLKPIGSGAQGIVCAAYDAVLDRNVAIKKLSRPFQNQTHAKRAYRELVLMKCVNHKNIISLLNVFTPQKTLEEFQDVYLVMELMDANLCQVIQMELDHERMSYLLYQMLCGIKHLHSAGIIHRDLKPSN.... (7) Protein 1 (ENSG00000205076) has sequence MSNVPHKSSLPEGIRPGTVLRIRGLVPPNASRFHVNLLCGEEQGSDAALHFNPRLDTSEVVFNSKEQGSWGREERGPGVPFQRGQPFEVLIIASDDGFKAVVGDAQYHHFRHRLPLARVRLVEVGGDVQLDSVRIF*MPRCISTPGWTRRRWSSTARSKAPGAARSAGRAFL. Protein 2 (ENSG00000185019) has sequence MVINLCLPQFRPRIHCNKISADGYEVENLISEDLTKRSHGFRTEYFIKPPVYVTVSFPFNVEICRINIDLTAGGGQNVTGLEMYTSASSSRVSWNTPQCRTLGPAEPSVPDKEAFTLVGKVLLKNQSQVVFSHRGFKARPPFGAMEATLPSPAVVAQELWNKGALSLSHVAHLRICITHVTGGGIPCIKRLEVWGQPAKTCSQEVIDSILLVTSENLPQDVALQAPALPMESDCDPGDQPESQQAPSSLQKLAEIIQDVPEEFLDPITLEIMPCPMLLPSGKVIDQSTLEKCNRSEATWG.... Result: 0 (the proteins do not interact).